Dataset: Reaction yield outcomes from USPTO patents with 853,638 reactions. Task: Predict the reaction yield, written as a fraction of the theoretical maximum amount of product (1.0 means a 100% yield; for example, 0.34 means a 34% yield). (1) The reactants are [CH3:1][NH:2][S:3]([C:6]1[CH:11]=[CH:10][C:9]([C:12]2[N:17]=[C:16]([NH:18]C(=O)OC(C)(C)C)[CH:15]=[CH:14][CH:13]=2)=[CH:8][CH:7]=1)(=[O:5])=[O:4].[ClH:26].CO. The catalyst is CO. The product is [ClH:26].[NH2:18][C:16]1[N:17]=[C:12]([C:9]2[CH:10]=[CH:11][C:6]([S:3]([NH:2][CH3:1])(=[O:4])=[O:5])=[CH:7][CH:8]=2)[CH:13]=[CH:14][CH:15]=1. The yield is 0.710. (2) The yield is 0.620. The catalyst is CN(C)C=O.CCOCC. The reactants are [Cl:1][C:2]1[C:3]([CH3:19])=[C:4]([C:10]([O:16][CH2:17][CH3:18])=[C:11]([CH:13](Cl)[CH3:14])[CH:12]=1)[C:5]([NH:7][CH2:8][CH3:9])=[O:6].[I:20][C:21]1[C:29]2[C:24](=[N:25][CH:26]=[N:27][C:28]=2[NH2:30])[NH:23][N:22]=1.C(=O)([O-])[O-].[Cs+].[Cs+].[I-].[K+]. The product is [NH2:30][C:28]1[N:27]=[CH:26][N:25]=[C:24]2[N:23]([CH:13]([C:11]3[C:10]([O:16][CH2:17][CH3:18])=[C:4]([C:3]([CH3:19])=[C:2]([Cl:1])[CH:12]=3)[C:5]([NH:7][CH2:8][CH3:9])=[O:6])[CH3:14])[N:22]=[C:21]([I:20])[C:29]=12. (3) The reactants are [C:1]([C:3]1[CH:4]=[C:5]2[C:10](=[CH:11][C:12]=1[F:13])[O:9][CH2:8][CH2:7][CH:6]2[C:14]([O:16]C)=[O:15])#[N:2].O[Li].O. The catalyst is C1COCC1.CCOCC.O. The product is [C:1]([C:3]1[CH:4]=[C:5]2[C:10](=[CH:11][C:12]=1[F:13])[O:9][CH2:8][CH2:7][CH:6]2[C:14]([OH:16])=[O:15])#[N:2]. The yield is 0.810. (4) The reactants are [CH:1](NC(C)C)(C)C.C([Li])CCC.[CH2:13]([N:20]1[CH:25]([C:26]2[CH:31]=[CH:30][CH:29]=[CH:28][CH:27]=2)[CH2:24][C:23]([CH3:33])([CH3:32])[N:22]2[N:34]=[CH:35][C:36]([C:37](=[O:47])[CH:38]([C:40]3[CH:45]=[CH:44][C:43]([CH3:46])=[CH:42][CH:41]=3)[CH3:39])=[C:21]12)[C:14]1[CH:19]=[CH:18][CH:17]=[CH:16][CH:15]=1.IC. The catalyst is C1COCC1. The product is [CH2:13]([N:20]1[CH:25]([C:26]2[CH:31]=[CH:30][CH:29]=[CH:28][CH:27]=2)[CH2:24][C:23]([CH3:33])([CH3:32])[N:22]2[N:34]=[CH:35][C:36]([C:37](=[O:47])[C:38]([CH3:1])([C:40]3[CH:45]=[CH:44][C:43]([CH3:46])=[CH:42][CH:41]=3)[CH3:39])=[C:21]12)[C:14]1[CH:19]=[CH:18][CH:17]=[CH:16][CH:15]=1. The yield is 0.230. (5) The yield is 0.230. The product is [F:14][C:9]1[CH:8]=[C:7]([C:3]2([OH:6])[CH2:4][N:22]([CH2:20][CH3:21])[CH2:2]2)[CH:12]=[C:11]([F:13])[CH:10]=1. The reactants are Cl[CH2:2][C:3]([C:7]1[CH:12]=[C:11]([F:13])[CH:10]=[C:9]([F:14])[CH:8]=1)([OH:6])[CH2:4]Cl.C(=O)(O)[O-].[Na+].[CH2:20]([NH2:22])[CH3:21].O. The catalyst is C(#N)C.COC(C)(C)C. (6) The reactants are [NH2:1][C:2]1[C:7]([C:8]#[N:9])=[C:6]([C:10]2[O:11][CH:12]=[CH:13][CH:14]=2)[C:5]([C:15]#[N:16])=[C:4]([S:17][CH3:18])[N:3]=1.C1(C2[O:27]N2S(C2C=CC=CC=2)(=O)=O)C=CC=CC=1. The catalyst is ClCCl. The product is [NH2:1][C:2]1[C:7]([C:8]#[N:9])=[C:6]([C:10]2[O:11][CH:12]=[CH:13][CH:14]=2)[C:5]([C:15]#[N:16])=[C:4]([S:17]([CH3:18])=[O:27])[N:3]=1. The yield is 0.930.